This data is from Peptide-MHC class I binding affinity with 185,985 pairs from IEDB/IMGT. The task is: Regression. Given a peptide amino acid sequence and an MHC pseudo amino acid sequence, predict their binding affinity value. This is MHC class I binding data. (1) The peptide sequence is FVFAPTHGL. The MHC is HLA-C14:02 with pseudo-sequence HLA-C14:02. The binding affinity (normalized) is 0.692. (2) The peptide sequence is DVGCLLTDT. The MHC is HLA-A02:02 with pseudo-sequence HLA-A02:02. The binding affinity (normalized) is 0. (3) The peptide sequence is ILQEMSETY. The MHC is HLA-B07:02 with pseudo-sequence HLA-B07:02. The binding affinity (normalized) is 0.0847.